From a dataset of Forward reaction prediction with 1.9M reactions from USPTO patents (1976-2016). Predict the product of the given reaction. (1) Given the reactants [CH3:1][O:2][C:3](=[O:14])[CH2:4][C:5]1[CH:10]=[CH:9][C:8]([NH:11][CH:12]=O)=[CH:7][CH:6]=1.CSC.B.CO, predict the reaction product. The product is: [CH3:1][O:2][C:3](=[O:14])[CH2:4][C:5]1[CH:10]=[CH:9][C:8]([NH:11][CH3:12])=[CH:7][CH:6]=1. (2) The product is: [NH2:24][C:15]1[C:14]2[NH:25][C:4](=[O:3])[N:5]([CH2:6][C:7]3[CH:12]=[CH:11][CH:10]=[CH:9][CH:8]=3)[C:13]=2[CH:18]=[C:17]([O:19][CH2:20][CH2:21][O:22][CH3:23])[N:16]=1. Given the reactants C([O:3][C:4](=O)[N:5]([C:13]1[CH:18]=[C:17]([O:19][CH2:20][CH2:21][O:22][CH3:23])[N:16]=[C:15]([NH2:24])[C:14]=1[N+:25]([O-])=O)[CH2:6][C:7]1[CH:12]=[CH:11][CH:10]=[CH:9][CH:8]=1)C, predict the reaction product. (3) Given the reactants CC1OC(C(C2C=CC=CC=2)(C2C=CC=CC=2)O)=NC=1.[Br:21][CH2:22][C:23]1[O:27][C:26]([C:28]([CH:36]2[CH2:41][CH2:40][CH2:39][CH2:38][CH2:37]2)([C:30]2[CH:35]=[CH:34][CH:33]=[CH:32][CH:31]=2)[OH:29])=[N:25][CH:24]=1, predict the reaction product. The product is: [Br:21][CH2:22][C:23]1[O:27][C:26]([C:28]([C:36]2[CH:41]=[CH:40][CH:39]=[CH:38][CH:37]=2)([C:30]2[CH:35]=[CH:34][CH:33]=[CH:32][CH:31]=2)[OH:29])=[N:25][CH:24]=1. (4) Given the reactants [NH2:1][C:2]1[C:7]([O:8][CH3:9])=[CH:6][C:5]([CH2:10][C:11]([O:13]C)=[O:12])=[CH:4][C:3]=1[OH:15].[C:16]1([CH3:25])[C:17]([N:22]=[C:23]=S)=[CH:18][CH:19]=[CH:20][CH:21]=1, predict the reaction product. The product is: [CH3:9][O:8][C:7]1[C:2]2[N:1]=[C:23]([NH:22][C:17]3[CH:18]=[CH:19][CH:20]=[CH:21][C:16]=3[CH3:25])[O:15][C:3]=2[CH:4]=[C:5]([CH2:10][C:11]([OH:13])=[O:12])[CH:6]=1. (5) Given the reactants [S:1]1[CH:5]=[CH:4][C:3]([C:6]([OH:8])=[O:7])=[CH:2]1.S(=O)(=O)(O)O.[CH3:14]O, predict the reaction product. The product is: [CH3:14][O:7][C:6]([C:3]1[CH:4]=[CH:5][S:1][CH:2]=1)=[O:8]. (6) Given the reactants [CH2:1]=O.N[C@@H:4]1[CH2:13][C:12]2[C:7](=[C:8]([S:16]([NH:19][C:20]3[CH:25]=[C:24]([Cl:26])[CH:23]=[CH:22][C:21]=3[O:27][CH3:28])(=[O:18])=[O:17])[CH:9]=[CH:10][C:11]=2[O:14][CH3:15])[O:6][CH2:5]1.[C:29]([BH3-])#[N:30].[Na+], predict the reaction product. The product is: [Cl:26][C:24]1[CH:23]=[CH:22][C:21]([O:27][CH3:28])=[C:20]([NH:19][S:16]([C:8]2[CH:9]=[CH:10][C:11]([O:14][CH3:15])=[C:12]3[C:7]=2[O:6][CH2:5][C@H:4]([N:30]([CH3:29])[CH3:1])[CH2:13]3)(=[O:18])=[O:17])[CH:25]=1. (7) Given the reactants [Cl:1][C:2]1[CH:8]=[C:7]([S:9]([CH3:12])(=[O:11])=[O:10])[CH:6]=[CH:5][C:3]=1N.Cl.N([O-])=O.[Na+].[I-:18].[K+], predict the reaction product. The product is: [Cl:1][C:2]1[CH:8]=[C:7]([S:9]([CH3:12])(=[O:11])=[O:10])[CH:6]=[CH:5][C:3]=1[I:18].